Dataset: Retrosynthesis with 50K atom-mapped reactions and 10 reaction types from USPTO. Task: Predict the reactants needed to synthesize the given product. (1) Given the product CC(C(=O)O)N1CCC(c2ncc(-c3ccc(NC(=O)Nc4ccccc4Cl)cc3)s2)CC1, predict the reactants needed to synthesize it. The reactants are: CC(C(=O)OC(C)(C)C)N1CCC(c2ncc(-c3ccc(NC(=O)Nc4ccccc4Cl)cc3)s2)CC1. (2) Given the product CCCc1c(O)ccc2c(=O)cc(CCC(=O)OCC)oc12, predict the reactants needed to synthesize it. The reactants are: CCCc1c(OCc2ccccc2)ccc2c(=O)cc(CCC(=O)OCC)oc12. (3) Given the product CCCCc1ccc(Nc2cc(C(=S)OC)sc2C)cc1, predict the reactants needed to synthesize it. The reactants are: CCCCc1ccc(B(O)O)cc1.COC(=S)c1cc(N)c(C)s1. (4) Given the product O=C(O)CNC(=O)COc1ccccc1, predict the reactants needed to synthesize it. The reactants are: NCC(=O)O.O=C(Cl)COc1ccccc1. (5) Given the product COC1(c2ccc(C(F)(F)F)cc2CO)CCCCC1, predict the reactants needed to synthesize it. The reactants are: COC1(c2ccc(C(F)(F)F)cc2CO[Si](C)(C)C(C)(C)C)CCCCC1. (6) Given the product CCC(=O)N(c1cccc(Cl)c1)C1(c2nc(C)cs2)CCN(Cc2ccccc2)CC1, predict the reactants needed to synthesize it. The reactants are: CCC(=O)Cl.Cc1csc(C2(Nc3cccc(Cl)c3)CCN(Cc3ccccc3)CC2)n1. (7) The reactants are: CC(=O)OC(C)=O.Nc1ccccc1F. Given the product CC(=O)Nc1ccccc1F, predict the reactants needed to synthesize it. (8) Given the product OCc1cc(OC2CCNCC2)nc(C(F)(F)F)c1, predict the reactants needed to synthesize it. The reactants are: CC(C)(C)OC(=O)N1CCC(Oc2cc(CO)cc(C(F)(F)F)n2)CC1.